Dataset: Full USPTO retrosynthesis dataset with 1.9M reactions from patents (1976-2016). Task: Predict the reactants needed to synthesize the given product. Given the product [C:1]([C:5]1[CH:6]=[C:7]([CH:11]=[C:12]([C:15]([CH3:18])([CH3:17])[CH3:16])[C:13]=1[O:14][CH3:21])[C:8]([OH:10])=[O:9])([CH3:4])([CH3:3])[CH3:2], predict the reactants needed to synthesize it. The reactants are: [C:1]([C:5]1[CH:6]=[C:7]([CH:11]=[C:12]([C:15]([CH3:18])([CH3:17])[CH3:16])[C:13]=1[OH:14])[C:8]([OH:10])=[O:9])([CH3:4])([CH3:3])[CH3:2].[OH-].[K+].[CH3:21]I.O[Li].O.